From a dataset of Peptide-MHC class I binding affinity with 185,985 pairs from IEDB/IMGT. Regression. Given a peptide amino acid sequence and an MHC pseudo amino acid sequence, predict their binding affinity value. This is MHC class I binding data. (1) The peptide sequence is MLREGNQAF. The MHC is HLA-C03:03 with pseudo-sequence HLA-C03:03. The binding affinity (normalized) is 0.0847. (2) The binding affinity (normalized) is 0.637. The peptide sequence is LPAIVREAI. The MHC is HLA-B35:01 with pseudo-sequence HLA-B35:01. (3) The peptide sequence is RFVKFNDYRK. The MHC is HLA-A31:01 with pseudo-sequence HLA-A31:01. The binding affinity (normalized) is 0.666. (4) The peptide sequence is TTDDSTSYY. The MHC is HLA-A68:02 with pseudo-sequence HLA-A68:02. The binding affinity (normalized) is 0.0847.